The task is: Predict which catalyst facilitates the given reaction.. This data is from Catalyst prediction with 721,799 reactions and 888 catalyst types from USPTO. (1) Product: [CH:42]([C:32]1[N:28]([CH2:27][C:26]2[CH:25]=[CH:24][C:23]([O:22][CH3:21])=[CH:39][CH:38]=2)[N:29]=[CH:30][C:31]=1[C:33]([O:35][CH2:36][CH3:37])=[O:34])=[O:43]. The catalyst class is: 49. Reactant: C([Li])CCC.C(NC(C)C)(C)C.[Li+].CC([N-]C(C)C)C.[CH3:21][O:22][C:23]1[CH:39]=[CH:38][C:26]([CH2:27][N:28]2[CH:32]=[C:31]([C:33]([O:35][CH2:36][CH3:37])=[O:34])[CH:30]=[N:29]2)=[CH:25][CH:24]=1.CN(C)[CH:42]=[O:43]. (2) Reactant: CS(Cl)(=O)=O.[Cl:6][C:7]1[CH:11]=[C:10]([C:12]([OH:14])=O)[N:9]([C:15]2[C:20]([Cl:21])=[CH:19][CH:18]=[CH:17][N:16]=2)[N:8]=1.[CH2:22]([N:24](CC)CC)C.[Na+].[NH2:30][C:31]1[C:32]([C:38]([O-:40])=O)=[N:33][CH:34]=[N:35][C:36]=1[CH3:37]. Product: [Cl:6][C:7]1[CH:11]=[C:10]([C:12]([NH:30][C:31]2[C:32]([C:38]([NH:24][CH3:22])=[O:40])=[N:33][CH:34]=[N:35][C:36]=2[CH3:37])=[O:14])[N:9]([C:15]2[C:20]([Cl:21])=[CH:19][CH:18]=[CH:17][N:16]=2)[N:8]=1. The catalyst class is: 47. (3) Reactant: [CH2:1]([C:3]1[CH:10]=[C:9]([O:11]CC2C=CC=CC=2)[CH:8]=[CH:7][C:4]=1[C:5]#[N:6])[CH3:2]. Product: [CH2:1]([C:3]1[CH:10]=[C:9]([OH:11])[CH:8]=[CH:7][C:4]=1[C:5]#[N:6])[CH3:2]. The catalyst class is: 19. (4) Reactant: C[O-].[Na+].[C:4]1([C:10]#[C:11][CH2:12][OH:13])[CH:9]=[CH:8][CH:7]=[CH:6][CH:5]=1.[H-].[Al+3].[Li+].[H-].[H-].[H-].C(=O)(OC)OC.[I:26]I.S([O-])([O-])(=O)=S.[Na+].[Na+]. Product: [I:26]/[C:10](/[C:4]1[CH:9]=[CH:8][CH:7]=[CH:6][CH:5]=1)=[CH:11]\[CH2:12][OH:13]. The catalyst class is: 7. (5) Product: [CH3:1][C:2]1[N:6]([CH:7]2[CH2:13][CH:12]3[N:14]([CH2:15][CH2:16][C:17]4([C:35]5[CH:36]=[CH:37][CH:38]=[CH:39][CH:40]=5)[CH2:22][CH2:21][N:20]([C:23]([C:25]5[CH:26]=[C:27]([CH:32]=[CH:33][CH:34]=5)[C:28]([OH:30])=[O:29])=[O:24])[CH2:19][CH2:18]4)[CH:9]([CH2:10][CH2:11]3)[CH2:8]2)[C:5]2[CH:41]=[CH:42][CH:43]=[CH:44][C:4]=2[N:3]=1. Reactant: [CH3:1][C:2]1[N:6]([CH:7]2[CH2:13][CH:12]3[N:14]([CH2:15][CH2:16][C:17]4([C:35]5[CH:40]=[CH:39][CH:38]=[CH:37][CH:36]=5)[CH2:22][CH2:21][N:20]([C:23]([C:25]5[CH:26]=[C:27]([CH:32]=[CH:33][CH:34]=5)[C:28]([O:30]C)=[O:29])=[O:24])[CH2:19][CH2:18]4)[CH:9]([CH2:10][CH2:11]3)[CH2:8]2)[C:5]2[CH:41]=[CH:42][CH:43]=[CH:44][C:4]=2[N:3]=1.O.[OH-].[Li+].C(=O)(O)[O-].[Na+]. The catalyst class is: 20. (6) Reactant: [Br:1][C:2]1[CH:10]=[C:9]2[C:5]([CH2:6][CH2:7][C:8]2=[O:11])=[C:4]([F:12])[CH:3]=1.[BH4-].[Na+]. Product: [Br:1][C:2]1[CH:10]=[C:9]2[C:5]([CH2:6][CH2:7][CH:8]2[OH:11])=[C:4]([F:12])[CH:3]=1. The catalyst class is: 5.